This data is from Full USPTO retrosynthesis dataset with 1.9M reactions from patents (1976-2016). The task is: Predict the reactants needed to synthesize the given product. (1) Given the product [NH2:13][C:14]1[N:22]=[C:21]([CH2:23][O:24][CH3:25])[CH:20]=[CH:19][C:15]=1[C:16]([NH:11][CH2:10][C:8]1[O:9][C:5]2[CH:4]=[CH:3][C:2]([Br:1])=[CH:12][C:6]=2[CH:7]=1)=[O:17], predict the reactants needed to synthesize it. The reactants are: [Br:1][C:2]1[CH:3]=[CH:4][C:5]2[O:9][C:8]([CH2:10][NH2:11])=[CH:7][C:6]=2[CH:12]=1.[NH2:13][C:14]1[N:22]=[C:21]([CH2:23][O:24][CH3:25])[CH:20]=[CH:19][C:15]=1[C:16](O)=[O:17].C(N(CC)CC)C.F[P-](F)(F)(F)(F)F.N1(O[P+](N(C)C)(N(C)C)N(C)C)C2C=CC=CC=2N=N1. (2) Given the product [F:41][C:26]1[CH:25]=[C:24]([NH:23][C:2]2[N:7]=[C:6]([NH:8][C:9]3[CH:18]=[CH:17][CH:16]=[CH:15][C:10]=3[C:11](=[O:12])[NH:13][CH3:14])[C:5]([C:19]([F:22])([F:21])[F:20])=[CH:4][N:3]=2)[C:38]([O:39][CH3:40])=[CH:37][C:27]=1[CH2:28][P:29](=[O:36])([O:30][CH2:31][CH3:32])[O:33][CH2:34][CH3:35], predict the reactants needed to synthesize it. The reactants are: Cl[C:2]1[N:7]=[C:6]([NH:8][C:9]2[CH:18]=[CH:17][CH:16]=[CH:15][C:10]=2[C:11]([NH:13][CH3:14])=[O:12])[C:5]([C:19]([F:22])([F:21])[F:20])=[CH:4][N:3]=1.[NH2:23][C:24]1[C:38]([O:39][CH3:40])=[CH:37][C:27]([CH2:28][P:29](=[O:36])([O:33][CH2:34][CH3:35])[O:30][CH2:31][CH3:32])=[C:26]([F:41])[CH:25]=1.C(O)(C(F)(F)F)=O.